Predict the product of the given reaction. From a dataset of Forward reaction prediction with 1.9M reactions from USPTO patents (1976-2016). (1) The product is: [F:27][C:2]1([F:1])[CH2:7][CH2:6][CH:5]([CH2:8][NH:9][C:10]([C:12]2[C:13]3[CH:14]=[CH:15][C:16]([CH2:23][CH2:24][CH2:25][OH:26])=[N:17][C:18]=3[CH:19]=[CH:20][C:21]=2[Cl:22])=[O:11])[CH2:4][CH2:3]1. Given the reactants [F:1][C:2]1([F:27])[CH2:7][CH2:6][CH:5]([CH2:8][NH:9][C:10]([C:12]2[C:13]3[CH:14]=[CH:15][C:16]([C:23]#[C:24][CH2:25][OH:26])=[N:17][C:18]=3[CH:19]=[CH:20][C:21]=2[Cl:22])=[O:11])[CH2:4][CH2:3]1.C[SiH](C)C, predict the reaction product. (2) Given the reactants [N:1]([C:4]([C:7](=[O:13])[C:8]1[CH:12]=[CH:11][S:10][CH:9]=1)([CH3:6])[CH3:5])=[N+]=[N-].C1(P(C2C=CC=CC=2)C2C=CC=CC=2)C=CC=CC=1.[F:33][C:34]1[CH:42]=[CH:41][CH:40]=[C:39]([F:43])[C:35]=1[C:36](Cl)=[O:37], predict the reaction product. The product is: [F:33][C:34]1[CH:42]=[CH:41][CH:40]=[C:39]([F:43])[C:35]=1[C:36]([NH:1][C:4]([CH3:6])([C:7](=[O:13])[C:8]1[CH:12]=[CH:11][S:10][CH:9]=1)[CH3:5])=[O:37].